Dataset: Full USPTO retrosynthesis dataset with 1.9M reactions from patents (1976-2016). Task: Predict the reactants needed to synthesize the given product. Given the product [C:15]([O:10][CH:11]=[C:12]([CH3:13])[CH2:14][C:6]1[CH:7]=[CH:8][C:3]2[O:2][CH2:1][O:9][C:4]=2[CH:5]=1)(=[O:17])[CH3:16], predict the reactants needed to synthesize it. The reactants are: [CH2:1]1[O:9][C:4]2[CH:5]=[CH:6][CH:7]=[CH:8][C:3]=2[O:2]1.[O:10]=[CH:11][C:12](=[CH2:14])[CH3:13].[C:15](OC(=O)C)(=[O:17])[CH3:16].